Dataset: Full USPTO retrosynthesis dataset with 1.9M reactions from patents (1976-2016). Task: Predict the reactants needed to synthesize the given product. (1) Given the product [Cl:1][C:2]1[CH:11]=[C:10]2[C:5]([C:6]([OH:18])=[C:7]([C:13]([OH:15])=[O:14])[C:8](=[O:12])[NH:9]2)=[CH:4][C:3]=1[C:19]1[CH:20]=[CH:21][C:22]([C:25]2[CH:30]=[CH:29][CH:28]=[C:27]([O:31][CH3:32])[C:26]=2[OH:33])=[CH:23][CH:24]=1, predict the reactants needed to synthesize it. The reactants are: [Cl:1][C:2]1[CH:11]=[C:10]2[C:5]([C:6]([OH:18])=[C:7]([C:13]([O:15]CC)=[O:14])[C:8](=[O:12])[NH:9]2)=[CH:4][C:3]=1[C:19]1[CH:24]=[CH:23][C:22]([C:25]2[CH:30]=[CH:29][CH:28]=[C:27]([O:31][CH3:32])[C:26]=2[OH:33])=[CH:21][CH:20]=1.[OH-].[Li+]. (2) Given the product [C:1]([OH:22])(=[O:21])/[CH:2]=[CH:3]\[CH:4]=[CH:5][CH:6]=[CH:7][CH:8]=[CH:9][CH:10]=[CH:11][CH2:12][CH2:13][CH2:14][CH2:15][CH2:16][CH2:17][CH2:18][CH2:19][CH3:20], predict the reactants needed to synthesize it. The reactants are: [C:1]([O:22]CC)(=[O:21])/[CH:2]=[CH:3]\[CH:4]=[CH:5][CH:6]=[CH:7][CH:8]=[CH:9][CH:10]=[CH:11][CH2:12][CH2:13][CH2:14][CH2:15][CH2:16][CH2:17][CH2:18][CH2:19][CH3:20].[OH-].[Na+].O.Cl. (3) Given the product [C:7]([O:17][CH:18]([C:20]([O:23][CH2:24][CH2:25][CH2:26][CH2:27][CH:28]=[CH2:29])([F:21])[F:22])[F:19])([C:10]([C:13]([F:16])([F:15])[F:14])([F:12])[F:11])([F:9])[F:8], predict the reactants needed to synthesize it. The reactants are: CCCCCC.[C:7]([O:17][C:18](=[C:20]([F:22])[F:21])[F:19])([C:10]([C:13]([F:16])([F:15])[F:14])([F:12])[F:11])([F:9])[F:8].[OH:23][CH2:24][CH2:25][CH2:26][CH2:27][CH:28]=[CH2:29].[OH-].[Na+]. (4) The reactants are: [Br:1][C:2]1[CH:11]=[CH:10][C:5]([C:6]([O:8][CH3:9])=[O:7])=[CH:4][C:3]=1[O:12][CH2:13][CH2:14][CH2:15][O:16][Si](C(C)(C)C)(C)C.[F-].C([N+](CCCC)(CCCC)CCCC)CCC. Given the product [Br:1][C:2]1[CH:11]=[CH:10][C:5]([C:6]([O:8][CH3:9])=[O:7])=[CH:4][C:3]=1[O:12][CH2:13][CH2:14][CH2:15][OH:16], predict the reactants needed to synthesize it. (5) The reactants are: [CH3:1][C:2]1[N:7]=[C:6]([NH:8][C@@H:9]([CH3:13])[C:10](O)=[O:11])[CH:5]=[CH:4][C:3]=1[N+:14]([O-:16])=[O:15].[H-].[H-].[H-].[H-].[Li+].[Al+3]. Given the product [CH3:1][C:2]1[N:7]=[C:6]([NH:8][C@@H:9]([CH3:13])[CH2:10][OH:11])[CH:5]=[CH:4][C:3]=1[N+:14]([O-:16])=[O:15], predict the reactants needed to synthesize it. (6) Given the product [CH2:36]([O:35][C@H:11]([CH3:10])[C:12]([N:23]1[C:24]2[C:29](=[CH:28][CH:27]=[CH:26][CH:25]=2)[CH2:30][CH:22]1[CH:19]([CH3:21])[CH3:20])=[O:31])[C:37]1[CH:6]=[CH:5][CH:4]=[CH:3][CH:2]=1, predict the reactants needed to synthesize it. The reactants are: N1[CH:6]=[CH:5][CH:4]=[CH:3][CH:2]=1.Cl.CN(C)[CH2:10][CH2:11][CH2:12]N=C=NCC.[CH:19]([CH:22]1[CH2:30][C:29]2[C:24](=[CH:25][CH:26]=[CH:27][CH:28]=2)[NH:23]1)([CH3:21])[CH3:20].[OH2:31].C([O:35][CH2:36][CH3:37])(=O)C. (7) Given the product [Cl:14][C:15]1[C:20]([C:21]([N:23]([CH3:25])[CH3:24])=[O:22])=[C:19]([OH:26])[C:18]([NH:27][C:28]2[C:29](=[O:34])[C:30](=[O:33])[C:31]=2[NH:13][C@@H:7]([C:5]2[O:6][C:2]([CH3:1])=[CH:3][CH:4]=2)[C:8]2([CH3:12])[CH2:9][O:10][CH2:11]2)=[CH:17][CH:16]=1, predict the reactants needed to synthesize it. The reactants are: [CH3:1][C:2]1[O:6][C:5]([C@H:7]([NH2:13])[C:8]2([CH3:12])[CH2:11][O:10][CH2:9]2)=[CH:4][CH:3]=1.[Cl:14][C:15]1[C:20]([C:21]([N:23]([CH3:25])[CH3:24])=[O:22])=[C:19]([OH:26])[C:18]([NH:27][C:28]2[C:31](=O)[C:30](=[O:33])[C:29]=2[O:34]CC)=[CH:17][CH:16]=1. (8) Given the product [CH2:1]([N:3]1[CH2:4][CH2:5][N:6]([C:9]2[CH:15]=[CH:14][C:12]([NH:13][C:33]3[CH:34]=[C:29]([NH:28][CH3:27])[N:30]=[CH:31][N:32]=3)=[CH:11][CH:10]=2)[CH2:7][CH2:8]1)[CH3:2], predict the reactants needed to synthesize it. The reactants are: [CH2:1]([N:3]1[CH2:8][CH2:7][N:6]([C:9]2[CH:15]=[CH:14][C:12]([NH2:13])=[CH:11][CH:10]=2)[CH2:5][CH2:4]1)[CH3:2].ClC1C(OC)=CC=C(Cl)C=1N[C:27](=O)[N:28](C)[C:29]1[CH:34]=[C:33](NC2C=CC(N3CCN(C)CC3)=CC=2)[N:32]=[CH:31][N:30]=1. (9) The reactants are: [CH3:1][S:2](Cl)(=[O:4])=[O:3].[Br:6][C:7]1[CH:8]=[C:9]([CH:11]=[CH:12][C:13]=1[O:14][CH3:15])[NH2:10]. Given the product [Br:6][C:7]1[CH:8]=[C:9]([NH:10][S:2]([CH3:1])(=[O:4])=[O:3])[CH:11]=[CH:12][C:13]=1[O:14][CH3:15], predict the reactants needed to synthesize it.